From a dataset of Catalyst prediction with 721,799 reactions and 888 catalyst types from USPTO. Predict which catalyst facilitates the given reaction. (1) Reactant: [CH2:1]([O:8][C:9](=[O:34])[NH:10][C@H:11]1[CH2:15][CH2:14][N:13]([C@H:16]2[CH2:21][CH2:20][C@@H:19]([NH:22]C(OC(C)(C)C)=O)[CH2:18][C@H:17]2[CH2:30][CH2:31][CH3:32])[C:12]1=[O:33])[C:2]1[CH:7]=[CH:6][CH:5]=[CH:4][CH:3]=1.C(O)(C(F)(F)F)=O. Product: [NH2:22][C@@H:19]1[CH2:20][CH2:21][C@H:16]([N:13]2[CH2:14][CH2:15][C@H:11]([NH:10][C:9](=[O:34])[O:8][CH2:1][C:2]3[CH:3]=[CH:4][CH:5]=[CH:6][CH:7]=3)[C:12]2=[O:33])[C@H:17]([CH2:30][CH2:31][CH3:32])[CH2:18]1. The catalyst class is: 2. (2) Reactant: CN(C)S([N:6]1[CH:10]=[C:9]([C:11]2[C:20]3[C:15](=[CH:16][CH:17]=[CH:18][CH:19]=3)[C:14](=[O:21])[NH:13][N:12]=2)[C:8]([C:22]2[CH:27]=[CH:26][CH:25]=[CH:24][N:23]=2)=[N:7]1)(=O)=O.C[O-].[Na+]. Product: [N:23]1[CH:24]=[CH:25][CH:26]=[CH:27][C:22]=1[C:8]1[C:9]([C:11]2[C:20]3[C:15](=[CH:16][CH:17]=[CH:18][CH:19]=3)[C:14](=[O:21])[NH:13][N:12]=2)=[CH:10][NH:6][N:7]=1. The catalyst class is: 5.